This data is from Reaction yield outcomes from USPTO patents with 853,638 reactions. The task is: Predict the reaction yield, written as a fraction of the theoretical maximum amount of product (1.0 means a 100% yield; for example, 0.34 means a 34% yield). (1) The reactants are [CH2:1]([O:8][C:9]1[CH:14]=[C:13]([O:15][CH2:16][C:17]2[CH:22]=[CH:21][CH:20]=[CH:19][CH:18]=2)C(C=O)=[CH:11][C:10]=1[CH2:25][CH2:26][CH2:27][O:28][CH2:29][CH2:30][CH2:31][O:32][CH2:33][CH2:34][CH2:35][C:36]1[CH:41]=[C:40]([CH:42]=O)[C:39]([O:44][CH2:45][C:46]2[CH:51]=[CH:50][CH:49]=[CH:48][CH:47]=2)=[CH:38][C:37]=1[O:52][CH2:53][C:54]1[CH:59]=[CH:58][CH:57]=[CH:56][CH:55]=1)[C:2]1[CH:7]=[CH:6][CH:5]=[CH:4][CH:3]=1.Cl.[NH2:61]O.C([N:65]([CH2:68][CH3:69])CC)C.C1(=O)OC(=O)C2=CC=CC=C12. The catalyst is CC#N. The product is [C:42]([C:40]1[C:39]([O:44][CH2:45][C:46]2[CH:51]=[CH:50][CH:49]=[CH:48][CH:47]=2)=[CH:38][C:37]([O:52][CH2:53][C:54]2[CH:59]=[CH:58][CH:57]=[CH:56][CH:55]=2)=[C:36]([CH2:35][CH2:34][CH2:33][O:32][CH2:31][CH2:30][CH2:29][O:28][CH2:27][CH2:26][CH2:25][C:10]2[CH:11]=[C:69]([C:68]#[N:65])[C:13]([O:15][CH2:16][C:17]3[CH:22]=[CH:21][CH:20]=[CH:19][CH:18]=3)=[CH:14][C:9]=2[O:8][CH2:1][C:2]2[CH:7]=[CH:6][CH:5]=[CH:4][CH:3]=2)[CH:41]=1)#[N:61]. The yield is 0.770. (2) The yield is 0.520. The product is [CH3:3][C:4]1([CH3:9])[C:5]2[C:15](=[CH:14][CH:8]=[CH:7][CH:6]=2)[NH:16][C:18]1=[O:29]. No catalyst specified. The reactants are N1C(=O)[CH:3]=[C:4]2[C:9]=1[CH:8]=[CH:7][CH:6]=[CH:5]2.[CH3:15][N:16]([CH2:14][CH2:15][N:16]([CH3:18])[CH3:14])[CH3:18].[Li]CCCC.IC.C1C[O:29]CC1.